From a dataset of Forward reaction prediction with 1.9M reactions from USPTO patents (1976-2016). Predict the product of the given reaction. The product is: [CH2:11]([N:18]1[C:26]2[C:21](=[CH:22][CH:23]=[C:24]([C:4]3[CH:5]=[CH:6][CH:7]=[C:2]([Cl:1])[CH:3]=3)[CH:25]=2)[CH:20]=[CH:19]1)[C:12]1[CH:17]=[CH:16][CH:15]=[CH:14][CH:13]=1. Given the reactants [Cl:1][C:2]1[CH:3]=[C:4](B(O)O)[CH:5]=[CH:6][CH:7]=1.[CH2:11]([N:18]1[C:26]2[C:21](=[CH:22][CH:23]=[C:24](Br)[CH:25]=2)[CH:20]=[CH:19]1)[C:12]1[CH:17]=[CH:16][CH:15]=[CH:14][CH:13]=1.Cl, predict the reaction product.